Regression. Given two drug SMILES strings and cell line genomic features, predict the synergy score measuring deviation from expected non-interaction effect. From a dataset of NCI-60 drug combinations with 297,098 pairs across 59 cell lines. (1) Drug 1: CC12CCC3C(C1CCC2=O)CC(=C)C4=CC(=O)C=CC34C. Drug 2: C1=CC(=CC=C1C#N)C(C2=CC=C(C=C2)C#N)N3C=NC=N3. Cell line: BT-549. Synergy scores: CSS=55.0, Synergy_ZIP=2.33, Synergy_Bliss=2.54, Synergy_Loewe=2.11, Synergy_HSA=1.72. (2) Drug 1: C1=NC2=C(N1)C(=S)N=C(N2)N. Drug 2: CCC(=C(C1=CC=CC=C1)C2=CC=C(C=C2)OCCN(C)C)C3=CC=CC=C3.C(C(=O)O)C(CC(=O)O)(C(=O)O)O. Cell line: OVCAR-4. Synergy scores: CSS=24.2, Synergy_ZIP=-4.13, Synergy_Bliss=-2.60, Synergy_Loewe=-15.2, Synergy_HSA=-2.82.